This data is from Reaction yield outcomes from USPTO patents with 853,638 reactions. The task is: Predict the reaction yield, written as a fraction of the theoretical maximum amount of product (1.0 means a 100% yield; for example, 0.34 means a 34% yield). The reactants are CO.[CH3:3][C:4]([S:37]([CH3:40])(=[O:39])=[O:38])([CH2:15][CH2:16][N:17]1[CH:22]=[CH:21][C:20]([C:23]2[CH:28]=[CH:27][C:26]([O:29][C:30]3[CH:35]=[CH:34][CH:33]=[CH:32][N:31]=3)=[CH:25][CH:24]=2)=[CH:19][C:18]1=[O:36])[C:5]([NH:7][O:8]C1CCCCO1)=[O:6]. The catalyst is Cl.O1CCOCC1. The product is [OH:8][NH:7][C:5](=[O:6])[C:4]([CH3:3])([S:37]([CH3:40])(=[O:39])=[O:38])[CH2:15][CH2:16][N:17]1[CH:22]=[CH:21][C:20]([C:23]2[CH:24]=[CH:25][C:26]([O:29][C:30]3[CH:35]=[CH:34][CH:33]=[CH:32][N:31]=3)=[CH:27][CH:28]=2)=[CH:19][C:18]1=[O:36]. The yield is 0.880.